Task: Predict which catalyst facilitates the given reaction.. Dataset: Catalyst prediction with 721,799 reactions and 888 catalyst types from USPTO (1) Reactant: [C:1]([C@H:4]1[CH2:7][C@@H:6]([NH:8]C(=O)OCC2C=CC=CC=2)[C:5]1([CH3:20])[CH3:19])(=[O:3])[NH2:2]. Product: [NH2:8][C@@H:6]1[CH2:7][C@H:4]([C:1]([NH2:2])=[O:3])[C:5]1([CH3:20])[CH3:19]. The catalyst class is: 43. (2) Product: [F:19][C:20]1[C:25]([CH3:26])=[CH:24][CH:23]=[CH:22][C:21]=1[C:2]1[S:6][C:5]([C:7]([N:9]([C:11]2[CH:16]=[CH:15][CH:14]=[C:13]([O:17][CH3:18])[CH:12]=2)[CH3:10])=[O:8])=[CH:4][CH:3]=1. Reactant: Br[C:2]1[S:6][C:5]([C:7]([N:9]([C:11]2[CH:16]=[CH:15][CH:14]=[C:13]([O:17][CH3:18])[CH:12]=2)[CH3:10])=[O:8])=[CH:4][CH:3]=1.[F:19][C:20]1[C:25]([CH3:26])=[CH:24][CH:23]=[CH:22][C:21]=1B(O)O. The catalyst class is: 492. (3) Reactant: [OH-].[Na+].[Cl:3][C:4]1[CH:5]=[C:6](N)[C:7](=[CH:11][CH:12]=1)[C:8]([OH:10])=[O:9].[N+]([O-])([O-])=O.[Na+].Cl.C([O-])(=O)C.[K+].[S:25](S([O-])=O)([O-])=O.[Na+].[Na+]. Product: [Cl:3][C:4]1[CH:12]=[CH:11][C:7]([C:8]([OH:10])=[O:9])=[C:6]([SH:25])[CH:5]=1. The catalyst class is: 6. (4) Reactant: C(OC([N:8]1[CH2:13][CH2:12][N:11](C(OC(C)(C)C)=O)[CH2:10][C@@H:9]1[CH:21]([F:28])[C:22]1[CH:27]=[CH:26][CH:25]=[CH:24][CH:23]=1)=O)(C)(C)C.O1CCOCC1. Product: [F:28][CH:21]([C:22]1[CH:23]=[CH:24][CH:25]=[CH:26][CH:27]=1)[C@H:9]1[CH2:10][NH:11][CH2:12][CH2:13][NH:8]1. The catalyst class is: 209.